From a dataset of Catalyst prediction with 721,799 reactions and 888 catalyst types from USPTO. Predict which catalyst facilitates the given reaction. (1) Reactant: [Cl:1][C:2]1[C:11]2[C:6](=[CH:7][CH:8]=[CH:9][CH:10]=2)[C:5]([CH2:12][C:13]2[CH:14]=[N:15][C:16]([O:19]C)=[CH:17][CH:18]=2)=[CH:4][N:3]=1.CCOC(C)=O.C([O-])(O)=O.[Na+]. Product: [Cl:1][C:2]1[C:11]2[C:6](=[CH:7][CH:8]=[CH:9][CH:10]=2)[C:5]([CH2:12][C:13]2[CH:14]=[N:15][C:16]([OH:19])=[CH:17][CH:18]=2)=[CH:4][N:3]=1. The catalyst class is: 22. (2) Reactant: C([O:3][C:4](=[O:42])[C:5](OC1C=CC(OCCC2N=C(C3C=C(C4C=CC=CC=4)C=CC=3)OC=2C)=CC=1)([CH3:13])[CH2:6][C:7]1[CH:12]=[CH:11][CH:10]=[CH:9][CH:8]=1)C.[OH-].[Na+]. Product: [CH3:13][CH:5]([CH2:6][C:7]1[CH:12]=[CH:11][CH:10]=[CH:9][CH:8]=1)[C:4]([OH:42])=[O:3]. The catalyst class is: 5. (3) Reactant: [CH3:1][NH:2][CH:3]1[CH2:8][CH2:7][N:6]([CH2:9][C:10]2[CH:15]=[CH:14][CH:13]=[CH:12][CH:11]=2)[CH2:5][CH2:4]1.CCN(C(C)C)C(C)C.[F:25][C:26]1[CH:31]=[CH:30][C:29]([CH2:32][C:33]([OH:35])=O)=[CH:28][CH:27]=1.CN(C(ON1N=NC2C=CC=NC1=2)=[N+](C)C)C.F[P-](F)(F)(F)(F)F. Product: [C:10]1([CH2:9][N:6]2[CH2:7][CH2:8][CH:3]([N:2]([CH3:1])[C:33](=[O:35])[CH2:32][C:29]3[CH:28]=[CH:27][C:26]([F:25])=[CH:31][CH:30]=3)[CH2:4][CH2:5]2)[CH:11]=[CH:12][CH:13]=[CH:14][CH:15]=1. The catalyst class is: 18.